From a dataset of Experimentally validated miRNA-target interactions with 360,000+ pairs, plus equal number of negative samples. Binary Classification. Given a miRNA mature sequence and a target amino acid sequence, predict their likelihood of interaction. (1) The miRNA is mmu-miR-532-5p with sequence CAUGCCUUGAGUGUAGGACCGU. The protein sequence of the target gene is MKRKQKRFLQMTLLFTVALIFLPNVGLWSLYKDKHLVKSAEPGEQQTFPLGLGDGQFYSWTDGLRRKDWHDYESIQKEAMRSGKGEHGKPYPLTEEDHDDSAYRENGFNIFVSNNIALERSLPDIRHANCKHKMYLERLPNTSIIIPFHNEGWTSLLRTIHSIINRTPGSLIAEIILVDDFSEREHLKDKLEEYMARFSKVRIVRTKKREGLIRTRLLGASMARGEVLTFLDSHCEVNVNWLPPLLNQIALNHKTIVCPMIDVIDHNHFGYEAQAGDAMRGAFDWEMYYKRIPIPPELQR.... Result: 0 (no interaction). (2) The miRNA is hsa-miR-3684 with sequence UUAGACCUAGUACACGUCCUU. The protein sequence of the target gene is MDGPTRGHGLRKKRRSRSQRDRERRSRGGLGAGAAGGGGAGRTRALSLASSSGSDKEDNGKPPSSAPSRPRPPRRKRRESTSAEEDIIDGFAMTSFVTFEALEKDVALKPQERVEKRQTPLTKKKREALTNGLSFHSKKSRLSHPHHYSSDRENDRNLCQHLGKRKKMPKALRQLKPGQNSCRDSDSESASGESKGFHRSSSRERLSDSSAPSSLGTGYFCDSDSDQEEKASDASSEKLFNTVIVNKDPELGVGTLPEHDSQDAGPIVPKISGLERSQEKSQDCCKEPIFEPVVLKDPCP.... Result: 0 (no interaction). (3) The miRNA is mmu-miR-15a-5p with sequence UAGCAGCACAUAAUGGUUUGUG. The protein sequence of the target gene is MLDPSSSEEESDEILEEERGKDVLGSAASGARLSPSRTSEGSAGSAGMGGSGAGAGVGAGGGGGSGASSGGGAGGLQPSSRAGGGRPSSPSPSVVSEKEKEELERLQKEEEERKKRLQLYVFVMRCIAYPFNAKQPTDMARRQQKISKQQLQTVKDRFQAFLNGETQIVADEAFMNAVQSYYEVFLKSDRVARMVQSGGCSANDSREVFKKHIEKRVRSLPEIDGLSKETVLSSWMAKFDAIYRGEEDPRKQQARMTASAASELILSKEQLYEMFQNILGIKKFEHQLLYNACQLDNPDE.... Result: 1 (interaction). (4) The miRNA is mmu-miR-1936 with sequence UAACUGACCUGCUGUGAACUGGC. The protein sequence of the target gene is MSVAFVPDWLRGKAEVNQETIQRLLEENDQLIRCIVEYQNKGRGNECVQYQHVLHRNLIYLATIADASPTSTSKAME. Result: 0 (no interaction). (5) Result: 1 (interaction). The miRNA is mmu-miR-194-5p with sequence UGUAACAGCAACUCCAUGUGGA. The protein sequence of the target gene is MAPKRQSAILPQPKKPRPAAAPKLEDKSASPGLPKGEKEQQEAIEHIDEVQNEIDRLNEQASEEILKVEQKYNKLRQPFFQKRSELIAKIPNFWVTTFVNHPQVSALLGEEDEEALHYLTRVEVTEFEDIKSGYRIDFYFDENPYFENKVLSKEFHLNESGDPSSKSTEIKWKSGKDLTKRSSQTQNKASRKRQHEEPESFFTWFTDHSDAGADELGEVIKDDIWPNPLQYYLVPDMDDEEGEAEDDDDDDEEEEGLEDIDEEGDEDEGEEDDDEDEGEEGEEDEGEDD. (6) The miRNA is mmu-miR-499-3p with sequence GAACAUCACAGCAAGUCUGUGCU. The protein sequence of the target gene is MATQADLMELDMAMEPDRKAAVSHWQQQSYLDSGIHSGATTTAPSLSGKGNPEEEDVDTSQVLYEWEQGFSQSFTQEQVADIDGQYAMTRAQRVRAAMFPETLDEGMQIPSTQFDAAHPTNVQRLAEPSQMLKHAVVNLINYQDDAELATRAIPELTKLLNDEDQVVVNKAAVMVHQLSKKEASRHAIMRSPQMVSAIVRTMQNTNDVETARCTAGTLHNLSHHREGLLAIFKSGGIPALVKMLGSPVDSVLFYAITTLHNLLLHQEGAKMAVRLAGGLQKMVALLNKTNVKFLAITTDC.... Result: 0 (no interaction). (7) The miRNA is rno-miR-210-5p with sequence AGCCACUGCCCACAGCACACUG. The protein sequence of the target gene is MDYHWRGELGSWRLLLLLLLLAAWKVGSGQLHYSVPEEAKHGTFVGRIAQDLGLELAELVPRLFRVASKRHRDLLEVSLQNGILFVNSRIDREELCGRSAECSIHLEVIVDRPLQVFHVDVEVKDVNDNPPVFRVKDQKLFVSESRMPDSRFPLEGASDADVGANSVLTYRLSSHDYFMLDVNSKNDENKLVELVLRKSLDREDAPAHHLFLTATDGGKPELTGTVQLLVTVLDVNDNAPTFEQSEYEVRIFENADNGTTVIKLNASDPDEGANGAISYSFNSLVETMVIDHFSIDRNTG.... Result: 0 (no interaction).